From a dataset of Reaction yield outcomes from USPTO patents with 853,638 reactions. Predict the reaction yield, written as a fraction of the theoretical maximum amount of product (1.0 means a 100% yield; for example, 0.34 means a 34% yield). The reactants are [NH2:1][C:2]1[N:3]([CH3:24])[C:4](=[O:23])[C:5]2([C:15]3[C:10](=[CH:11][CH:12]=[C:13](Br)[CH:14]=3)[O:9][CH:8]([C:17]3[CH:22]=[CH:21][CH:20]=[CH:19][CH:18]=3)[CH2:7]2)[N:6]=1.[CH3:25][N:26]([CH3:41])[CH2:27][CH2:28][NH:29][C:30]([C:32]1[CH:37]=[CH:36][C:35](B(O)O)=[CH:34][CH:33]=1)=[O:31]. The catalyst is O1CCOCC1.C([O-])([O-])=O.[Cs+].[Cs+].Cl[Pd](Cl)([P](C1C=CC=CC=1)(C1C=CC=CC=1)C1C=CC=CC=1)[P](C1C=CC=CC=1)(C1C=CC=CC=1)C1C=CC=CC=1. The product is [NH2:1][C:2]1[N:3]([CH3:24])[C:4](=[O:23])[C:5]2([C:15]3[C:10](=[CH:11][CH:12]=[C:13]([C:35]4[CH:36]=[CH:37][C:32]([C:30]([NH:29][CH2:28][CH2:27][N:26]([CH3:25])[CH3:41])=[O:31])=[CH:33][CH:34]=4)[CH:14]=3)[O:9][CH:8]([C:17]3[CH:22]=[CH:21][CH:20]=[CH:19][CH:18]=3)[CH2:7]2)[N:6]=1. The yield is 0.180.